From a dataset of Catalyst prediction with 721,799 reactions and 888 catalyst types from USPTO. Predict which catalyst facilitates the given reaction. (1) Reactant: Cl[C:2]1[C:7]([CH:8]([CH2:13][CH2:14][CH3:15])[C:9]([O:11][CH3:12])=[O:10])=[C:6]([CH3:16])[N:5]=[C:4]([C:17]2[CH:22]=[CH:21][CH:20]=[CH:19][CH:18]=2)[N:3]=1.C(N(CC)C(C)C)(C)C.CC1(C)C(C)(C)OB([C:40]2[CH:49]=[CH:48][C:43]3[NH:44][C:45](=[O:47])[NH:46][C:42]=3[CH:41]=2)O1. Product: [CH3:16][C:6]1[C:7]([CH:8]([CH2:13][CH2:14][CH3:15])[C:9]([O:11][CH3:12])=[O:10])=[C:2]([C:40]2[CH:49]=[CH:48][C:43]3[NH:44][C:45](=[O:47])[NH:46][C:42]=3[CH:41]=2)[N:3]=[C:4]([C:17]2[CH:22]=[CH:21][CH:20]=[CH:19][CH:18]=2)[N:5]=1. The catalyst class is: 659. (2) Reactant: [Br:1][C:2]1[C:3]([CH:9]=[O:10])=[N:4][C:5]([Br:8])=[CH:6][CH:7]=1.[CH2:11](O)[CH2:12][OH:13].CC1C=CC(S(O)(=O)=O)=CC=1. Product: [Br:1][C:2]1[C:3]([CH:9]2[O:13][CH2:12][CH2:11][O:10]2)=[N:4][C:5]([Br:8])=[CH:6][CH:7]=1. The catalyst class is: 93. (3) Reactant: [F:1][C:2]1[CH:19]=[CH:18][CH:17]=[CH:16][C:3]=1[CH2:4][C:5]1[N:9]2[N:10]=[CH:11][CH:12]=[CH:13][C:8]2=[C:7]([C:14]#[N:15])[N:6]=1.C[O-].[Na+].[Cl-].[NH4+:24].[C:25]([OH:28])(=[O:27])[CH3:26]. Product: [C:25]([OH:28])(=[O:27])[CH3:26].[F:1][C:2]1[CH:19]=[CH:18][CH:17]=[CH:16][C:3]=1[CH2:4][C:5]1[N:9]2[N:10]=[CH:11][CH:12]=[CH:13][C:8]2=[C:7]([C:14](=[NH:24])[NH2:15])[N:6]=1. The catalyst class is: 5. (4) Reactant: [Cl:1][C:2]1[CH:7]=[CH:6][CH:5]=[CH:4][C:3]=1[N:8]1[C:16]2[CH2:15][CH2:14][NH:13][CH2:12][C:11]=2[C:10]([CH3:17])=[C:9]1[C:18]1[CH:23]=[CH:22][C:21]([Cl:24])=[CH:20][CH:19]=1.[N:25]([C:28]1[CH:29]=[N:30][CH:31]=[CH:32][CH:33]=1)=[C:26]=[O:27].C(N(CC)CC)C. Product: [Cl:1][C:2]1[CH:7]=[CH:6][CH:5]=[CH:4][C:3]=1[N:8]1[C:16]2[CH2:15][CH2:14][N:13]([C:26]([NH:25][C:28]3[CH:29]=[N:30][CH:31]=[CH:32][CH:33]=3)=[O:27])[CH2:12][C:11]=2[C:10]([CH3:17])=[C:9]1[C:18]1[CH:19]=[CH:20][C:21]([Cl:24])=[CH:22][CH:23]=1. The catalyst class is: 143.